This data is from Forward reaction prediction with 1.9M reactions from USPTO patents (1976-2016). The task is: Predict the product of the given reaction. (1) Given the reactants C(NC(C)C)(C)C.C([Li])CCC.[CH2:13]([C:15]1[CH:20]=[CH:19][C:18]([CH:21]([O:24][Si](C)(C)C)C#N)=[CH:17][CH:16]=1)[CH3:14].[CH:29](=[O:36])[C:30]1[CH:35]=[CH:34][CH:33]=[CH:32][CH:31]=1.[Cl-].[NH4+], predict the reaction product. The product is: [CH2:13]([C:15]1[CH:20]=[CH:19][C:18]([C:21](=[O:24])[CH:29]([OH:36])[C:30]2[CH:35]=[CH:34][CH:33]=[CH:32][CH:31]=2)=[CH:17][CH:16]=1)[CH3:14]. (2) Given the reactants C(OC1C=CC(C=O)=CC=1)CCC.Br[C:15]1[CH2:19][CH2:18][O:17][N:16]=1.COC(=O)[C:23]1[CH:28]=[CH:27][C:26]([OH:29])=[CH:25][N:24]=1, predict the reaction product. The product is: [N:24]1[CH:23]=[CH:28][CH:27]=[C:26]([O:29][C:15]2[CH2:19][CH2:18][O:17][N:16]=2)[CH:25]=1. (3) Given the reactants [CH3:1][C:2]([CH3:12])([CH3:11])[CH2:3][C:4]1[O:8][N:7]=[C:6]([C:9]#[N:10])[CH:5]=1.[H-].[H-].[H-].[H-].[Li+].[Al+3].[CH2:19]1COCC1, predict the reaction product. The product is: [CH3:1][C:2]([CH3:12])([CH3:11])[CH2:3][C:4]1[O:8][N:7]=[C:6]([CH:9]([NH2:10])[CH3:19])[CH:5]=1. (4) The product is: [CH2:13]([N:7]1[C:6]2[CH:15]=[CH:16][C:3]([N:2]3[CH:27]=[C:28]([C:29]([O:31][CH2:32][CH3:33])=[O:30])[C:34](=[O:41])[NH:35][C:36]3=[O:37])=[CH:4][C:5]=2[N:9]([CH2:10][CH3:11])[C:8]1=[O:12])[CH3:14]. Given the reactants Cl.[NH2:2][C:3]1[CH:16]=[CH:15][C:6]2[N:7]([CH2:13][CH3:14])[C:8](=[O:12])[N:9]([CH2:10][CH3:11])[C:5]=2[CH:4]=1.C(N(CC)CC)C.C(O[CH:27]=[C:28]([C:34](=[O:41])[NH:35][C:36](OCC)=[O:37])[C:29]([O:31][CH2:32][CH3:33])=[O:30])C.CC(C)([O-])C.[K+].Cl, predict the reaction product. (5) Given the reactants [NH2:1][C:2]1[C:3]([Cl:10])=[N:4][C:5]([Cl:9])=[CH:6][C:7]=1[NH2:8].[OH-].[Na+].[C:13](O)(=O)[CH3:14], predict the reaction product. The product is: [Cl:10][C:3]1[C:2]2[N:1]=[C:13]([CH3:14])[NH:8][C:7]=2[CH:6]=[C:5]([Cl:9])[N:4]=1. (6) Given the reactants [Br:1][C:2]1[CH:7]=[C:6]([O:8][CH3:9])[CH:5]=[CH:4][C:3]=1[O:10][CH2:11][CH:12](OCC)OCC.O.[OH-].[Na+], predict the reaction product. The product is: [Br:1][C:2]1[C:3]2[O:10][CH:11]=[CH:12][C:4]=2[CH:5]=[C:6]([O:8][CH3:9])[CH:7]=1. (7) Given the reactants [OH:1][CH:2]([C:13]1[CH:18]=[CH:17][CH:16]=[CH:15][CH:14]=1)[C:3]1[CH:12]=[CH:11][C:6]([C:7]([O:9]C)=[O:8])=[CH:5][CH:4]=1.CO.[OH-].[K+].Cl, predict the reaction product. The product is: [OH:1][CH:2]([C:13]1[CH:14]=[CH:15][CH:16]=[CH:17][CH:18]=1)[C:3]1[CH:4]=[CH:5][C:6]([C:7]([OH:9])=[O:8])=[CH:11][CH:12]=1.